Regression. Given a peptide amino acid sequence and an MHC pseudo amino acid sequence, predict their binding affinity value. This is MHC class I binding data. From a dataset of Peptide-MHC class I binding affinity with 185,985 pairs from IEDB/IMGT. (1) The peptide sequence is VSDFRKEFY. The MHC is HLA-B27:03 with pseudo-sequence HLA-B27:03. The binding affinity (normalized) is 0.0847. (2) The peptide sequence is VVYTFSGL. The MHC is H-2-Kb with pseudo-sequence H-2-Kb. The binding affinity (normalized) is 0.994.